This data is from Forward reaction prediction with 1.9M reactions from USPTO patents (1976-2016). The task is: Predict the product of the given reaction. (1) Given the reactants [OH:1][CH2:2][CH:3]1[CH2:8][CH2:7][N:6]([C:9]([O:11][C:12]([CH3:15])([CH3:14])[CH3:13])=[O:10])[CH2:5][CH2:4]1.C(N(C(C)C)CC)(C)C.ClC(Cl)(O[C:29](=[O:35])OC(Cl)(Cl)Cl)Cl.[CH2:37]([C:41]1[N:42]=[C:43]([C:46]2[CH:52]=[CH:51][CH:50]=[CH:49][C:47]=2[NH2:48])[S:44][CH:45]=1)[CH:38]([CH3:40])[CH3:39].C(=O)(O)[O-].[Na+], predict the reaction product. The product is: [CH2:37]([C:41]1[N:42]=[C:43]([C:46]2[CH:52]=[CH:51][CH:50]=[CH:49][C:47]=2[NH:48][C:29]([O:1][CH2:2][CH:3]2[CH2:8][CH2:7][N:6]([C:9]([O:11][C:12]([CH3:15])([CH3:14])[CH3:13])=[O:10])[CH2:5][CH2:4]2)=[O:35])[S:44][CH:45]=1)[CH:38]([CH3:40])[CH3:39]. (2) Given the reactants [Cl:1][C:2]1[CH:3]=[C:4]2[C:9](=[CH:10][CH:11]=1)[CH:8]=[C:7]([S:12]([NH:15][C@H:16]1[CH2:20][CH2:19][N:18]([C@@H:21]([CH3:41])[C:22]([N:24]3[CH2:29][CH2:28][CH2:27][C@H:26]([NH:30]C(=O)OCC4C=CC=CC=4)[CH2:25]3)=[O:23])[C:17]1=[O:42])(=[O:14])=[O:13])[CH:6]=[CH:5]2.FC(F)(F)C(O)=O, predict the reaction product. The product is: [NH2:30][C@H:26]1[CH2:27][CH2:28][CH2:29][N:24]([C:22](=[O:23])[C@@H:21]([N:18]2[CH2:19][CH2:20][C@H:16]([NH:15][S:12]([C:7]3[CH:6]=[CH:5][C:4]4[C:9](=[CH:10][CH:11]=[C:2]([Cl:1])[CH:3]=4)[CH:8]=3)(=[O:14])=[O:13])[C:17]2=[O:42])[CH3:41])[CH2:25]1. (3) Given the reactants [Cl:1][C:2]1[CH:7]=[C:6](F)[CH:5]=[CH:4][C:3]=1[CH2:9][C:10]([NH:12][C:13]([CH3:21])([CH:18]([CH3:20])[CH3:19])[C:14]([O:16]C)=O)=[O:11].C[C:23]([O-:26])(C)C.[K+].O, predict the reaction product. The product is: [Cl:1][C:2]1[CH:7]=[C:6]([O:26][CH3:23])[CH:5]=[CH:4][C:3]=1[CH:9]1[C:14](=[O:16])[C:13]([CH:18]([CH3:20])[CH3:19])([CH3:21])[NH:12][C:10]1=[O:11]. (4) Given the reactants [CH3:1][C:2]1([CH3:23])[CH2:7][O:6][CH:5]([C:8]2[CH:18]=[C:17]([O:19][CH3:20])[C:16]([O:21][CH3:22])=[CH:15][C:9]=2/[C:10](/[NH:13][OH:14])=[N:11]/[H])[O:4][CH2:3]1.[CH2:24]1CCN2C(=NCCC2)C[CH2:25]1.C(OC(=O)C)(=O)C, predict the reaction product. The product is: [CH3:1][C:2]1([CH3:23])[CH2:7][O:6][CH:5]([C:8]2[CH:18]=[C:17]([O:19][CH3:20])[C:16]([O:21][CH3:22])=[CH:15][C:9]=2[C:10]2[N:11]=[C:24]([CH3:25])[O:14][N:13]=2)[O:4][CH2:3]1.